From a dataset of Reaction yield outcomes from USPTO patents with 853,638 reactions. Predict the reaction yield, written as a fraction of the theoretical maximum amount of product (1.0 means a 100% yield; for example, 0.34 means a 34% yield). The reactants are [CH3:1][N:2]1[C:7](=[O:8])[C:6]([NH:9][C:10]2[CH:19]=[C:13]3[CH2:14][N:15]([CH3:18])[CH2:16][CH2:17][N:12]3[N:11]=2)=[CH:5][C:4](B(O)O)=[N:3]1.[C:23]([C:27]1[CH:28]=[C:29]2[C:34](=[C:35]([F:37])[CH:36]=1)[C:33](=[O:38])[N:32]([C:39]1[N:46]=[CH:45][CH:44]=[C:43](Cl)[C:40]=1[CH:41]=[O:42])C=[CH:30]2)([CH3:26])([CH3:25])[CH3:24].[O-]P([O-])([O-])=O.[K+].[K+].[K+].C([O-])(=O)C.[Na+].C(#[N:63])C. The catalyst is C1C=CC(P(C2C=CC=CC=2)[C-]2C=CC=C2)=CC=1.C1C=CC(P(C2C=CC=CC=2)[C-]2C=CC=C2)=CC=1.Cl[Pd]Cl.[Fe+2].O. The product is [C:23]([C:27]1[CH:28]=[C:29]2[C:34](=[C:35]([F:37])[CH:36]=1)[C:33](=[O:38])[N:32]([C:39]1[N:46]=[CH:45][CH:44]=[C:43]([C:4]3[CH:5]=[C:6]([NH:9][C:10]4[CH:19]=[C:13]5[CH2:14][N:15]([CH3:18])[CH2:16][CH2:17][N:12]5[N:11]=4)[C:7](=[O:8])[N:2]([CH3:1])[N:3]=3)[C:40]=1[CH:41]=[O:42])[N:63]=[CH:30]2)([CH3:25])([CH3:26])[CH3:24]. The yield is 0.420.